Dataset: Reaction yield outcomes from USPTO patents with 853,638 reactions. Task: Predict the reaction yield, written as a fraction of the theoretical maximum amount of product (1.0 means a 100% yield; for example, 0.34 means a 34% yield). (1) The product is [CH3:24][O:25][C:26](=[O:38])[C:27]1[C:28]([O:34][CH:35]([F:36])[F:37])=[CH:29][CH:30]=[C:31]([N:33]2[C:11]([CH3:12])=[CH:10][CH:9]=[C:8]2[C:6]2[CH:7]=[C:2]([Br:1])[CH:3]=[CH:4][C:5]=2[O:15][CH2:16][C:17]2[CH:22]=[CH:21][C:20]([F:23])=[CH:19][CH:18]=2)[CH:32]=1. The catalyst is CN1C(=O)CCC1.CCOC(C)=O. The yield is 0.300. The reactants are [Br:1][C:2]1[CH:3]=[CH:4][C:5]([O:15][CH2:16][C:17]2[CH:22]=[CH:21][C:20]([F:23])=[CH:19][CH:18]=2)=[C:6]([C:8](=O)[CH2:9][CH2:10][C:11](=O)[CH3:12])[CH:7]=1.[CH3:24][O:25][C:26](=[O:38])[C:27]1[CH:32]=[C:31]([NH2:33])[CH:30]=[CH:29][C:28]=1[O:34][CH:35]([F:37])[F:36].CC1C=CC(S(O)(=O)=O)=CC=1. (2) The reactants are C1(P(C2CCCCC2)C2C=CC=CC=2C2C(OC)=CC=CC=2OC)CCCCC1.P([O-])([O-])([O-])=O.[K+].[K+].[K+].[CH3:38][O:39][C:40](=[O:50])[CH2:41][C:42]1[CH:47]=[CH:46][C:45](Cl)=[CH:44][C:43]=1[F:49].[CH2:51]([C:53]([OH:86])([CH2:84][CH3:85])[CH2:54][CH2:55][C:56]1[CH:61]=[CH:60][C:59]([C:62]([CH2:81][CH3:82])([C:65]2[CH:70]=[CH:69][C:68](B3OC(C)(C)C(C)(C)O3)=[C:67]([CH3:80])[CH:66]=2)[CH2:63][CH3:64])=[CH:58][C:57]=1[CH3:83])[CH3:52]. The catalyst is O.C1(C)C=CC=CC=1.C([O-])(=O)C.[Pd+2].C([O-])(=O)C. The product is [CH3:38][O:39][C:40](=[O:50])[CH2:41][C:42]1[CH:47]=[CH:46][C:45]([C:68]2[CH:69]=[CH:70][C:65]([C:62]([CH2:63][CH3:64])([C:59]3[CH:60]=[CH:61][C:56]([CH2:55][CH2:54][C:53]([CH2:84][CH3:85])([OH:86])[CH2:51][CH3:52])=[C:57]([CH3:83])[CH:58]=3)[CH2:81][CH3:82])=[CH:66][C:67]=2[CH3:80])=[CH:44][C:43]=1[F:49]. The yield is 0.700. (3) The reactants are Br[CH2:2][C:3]([C:5]1[C:10]([F:11])=[CH:9][C:8]([O:12][CH3:13])=[CH:7][C:6]=1[Cl:14])=O.[NH2:15][C:16]([NH2:18])=[S:17]. The catalyst is CCO. The product is [Cl:14][C:6]1[CH:7]=[C:8]([O:12][CH3:13])[CH:9]=[C:10]([F:11])[C:5]=1[C:3]1[N:15]=[C:16]([NH2:18])[S:17][CH:2]=1. The yield is 0.390. (4) The reactants are [CH3:1][O:2][CH2:3][CH2:4][CH2:5][OH:6].[C:7]1([CH3:17])[CH:12]=[CH:11][C:10]([S:13](Cl)(=[O:15])=[O:14])=[CH:9][CH:8]=1. The catalyst is N1C=CC=CC=1. The product is [S:13]([C:10]1[CH:11]=[CH:12][C:7]([CH3:17])=[CH:8][CH:9]=1)([O:6][CH2:5][CH2:4][CH2:3][O:2][CH3:1])(=[O:15])=[O:14]. The yield is 0.890.